From a dataset of Peptide-MHC class I binding affinity with 185,985 pairs from IEDB/IMGT. Regression. Given a peptide amino acid sequence and an MHC pseudo amino acid sequence, predict their binding affinity value. This is MHC class I binding data. (1) The peptide sequence is LQQSKPASLV. The MHC is HLA-B08:01 with pseudo-sequence HLA-B08:01. The binding affinity (normalized) is 0.340. (2) The peptide sequence is TLPANPPPA. The MHC is HLA-A03:01 with pseudo-sequence HLA-A03:01. The binding affinity (normalized) is 0.